This data is from HIV replication inhibition screening data with 41,000+ compounds from the AIDS Antiviral Screen. The task is: Binary Classification. Given a drug SMILES string, predict its activity (active/inactive) in a high-throughput screening assay against a specified biological target. (1) The drug is CC(=O)Nc1ccc(C2C3C(=O)N(c4ccc(Cc5ccc(N6C(=O)C7ON(c8ccccc8)C(c8ccc(NC(C)=O)cc8)C7C6=O)cc5)cc4)C(=O)C3ON2c2ccccc2)cc1. The result is 0 (inactive). (2) The drug is CCc1n[nH]c(=O)n1NC(=O)c1ccccc1C(=O)O. The result is 0 (inactive).